Dataset: Full USPTO retrosynthesis dataset with 1.9M reactions from patents (1976-2016). Task: Predict the reactants needed to synthesize the given product. Given the product [F:1][C:2]([F:7])([F:6])[C:3]([OH:5])=[O:4].[Cl:15][C:16]1[CH:17]=[N:18][C:19]2[NH:20][C:21]3[CH:22]=[CH:23][CH:24]=[C:25]([CH:46]=3)[CH2:26][CH2:27][C:28]3[CH:36]=[C:32]([NH:33][C:34]=1[N:35]=2)[CH:31]=[CH:30][C:29]=3[NH:37][C:38]([CH:40]1[CH2:45][CH2:44][N:43]([C:54](=[O:55])[CH2:53][C:47]2[CH:52]=[CH:51][CH:50]=[CH:49][CH:48]=2)[CH2:42][CH2:41]1)=[O:39], predict the reactants needed to synthesize it. The reactants are: [F:1][C:2]([F:7])([F:6])[C:3]([OH:5])=[O:4].FC(F)(F)C(O)=O.[Cl:15][C:16]1[CH:17]=[N:18][C:19]2[NH:20][C:21]3[CH:22]=[CH:23][CH:24]=[C:25]([CH:46]=3)[CH2:26][CH2:27][C:28]3[CH:36]=[C:32]([NH:33][C:34]=1[N:35]=2)[CH:31]=[CH:30][C:29]=3[NH:37][C:38]([CH:40]1[CH2:45][CH2:44][NH:43][CH2:42][CH2:41]1)=[O:39].[C:47]1([CH2:53][C:54](Cl)=[O:55])[CH:52]=[CH:51][CH:50]=[CH:49][CH:48]=1.